The task is: Predict the product of the given reaction.. This data is from Forward reaction prediction with 1.9M reactions from USPTO patents (1976-2016). (1) Given the reactants [F:1][C:2]([F:22])([F:21])[C:3]1[CH:8]=[CH:7][C:6]([CH:9]2[C:18]3[O:17][C:16](=O)[NH:15][C:14](=[O:20])[C:13]=3[CH2:12][O:11][CH2:10]2)=[CH:5][CH:4]=1.[OH-].[NH4+:24], predict the reaction product. The product is: [F:1][C:2]([F:22])([F:21])[C:3]1[CH:8]=[CH:7][C:6]([CH:9]2[C:18]3[NH:24][C:16](=[O:17])[NH:15][C:14](=[O:20])[C:13]=3[CH2:12][O:11][CH2:10]2)=[CH:5][CH:4]=1. (2) Given the reactants [NH2:1][C:2]1[CH:15]=[CH:14][C:13]([N+:16]([O-:18])=[O:17])=[CH:12][C:3]=1[C:4]([C:6]1[CH:11]=[CH:10][CH:9]=[CH:8][CH:7]=1)=[O:5].[CH3:19][C:20]1[CH:25]=[CH:24][C:23]([CH2:26][C:27](Cl)=[O:28])=[CH:22][CH:21]=1, predict the reaction product. The product is: [C:4]([C:3]1[CH:12]=[C:13]([N+:16]([O-:18])=[O:17])[CH:14]=[CH:15][C:2]=1[NH:1][C:27](=[O:28])[CH2:26][C:23]1[CH:24]=[CH:25][C:20]([CH3:19])=[CH:21][CH:22]=1)(=[O:5])[C:6]1[CH:7]=[CH:8][CH:9]=[CH:10][CH:11]=1. (3) Given the reactants [CH:1]1([NH:7][C:8]([CH:10]2[CH2:14][CH2:13][CH2:12][N:11]2[CH2:15][C:16]([OH:19])([CH3:18])[CH3:17])=[O:9])[CH2:6][CH2:5][CH2:4][CH2:3][CH2:2]1.I[CH3:21].[H-].[Na+], predict the reaction product. The product is: [CH:1]1([NH:7][C:8]([CH:10]2[CH2:14][CH2:13][CH2:12][N:11]2[CH2:15][C:16]([O:19][CH3:21])([CH3:17])[CH3:18])=[O:9])[CH2:2][CH2:3][CH2:4][CH2:5][CH2:6]1. (4) Given the reactants Cl.Cl.[N:3]1([C:8]2[N:13]=[CH:12][C:11]([O:14][CH:15]3[CH2:19][CH2:18][N:17]([CH:20]4[CH2:25][CH2:24][NH:23][CH2:22][CH2:21]4)[C:16]3=[O:26])=[CH:10][CH:9]=2)[CH:7]=[N:6][N:5]=[N:4]1.CCN(C(C)C)C(C)C.Cl[C:37]1[N:42]=[CH:41][C:40]([CH2:43][CH3:44])=[CH:39][N:38]=1.O, predict the reaction product. The product is: [N:3]1([C:8]2[N:13]=[CH:12][C:11]([O:14][CH:15]3[CH2:19][CH2:18][N:17]([CH:20]4[CH2:21][CH2:22][N:23]([C:37]5[N:42]=[CH:41][C:40]([CH2:43][CH3:44])=[CH:39][N:38]=5)[CH2:24][CH2:25]4)[C:16]3=[O:26])=[CH:10][CH:9]=2)[CH:7]=[N:6][N:5]=[N:4]1. (5) Given the reactants [Br:1][C:2]1[CH:9]=[CH:8][C:5]([CH2:6][OH:7])=[CH:4][CH:3]=1.N1C=CN=C1.[C:15]([Si:19]([CH3:22])([CH3:21])Cl)([CH3:18])([CH3:17])[CH3:16], predict the reaction product. The product is: [Br:1][C:2]1[CH:9]=[CH:8][C:5]([CH2:6][O:7][Si:19]([C:15]([CH3:18])([CH3:17])[CH3:16])([CH3:22])[CH3:21])=[CH:4][CH:3]=1. (6) Given the reactants [Cl:1][C:2]1[CH:25]=[CH:24][C:23]([C:26]([F:29])([F:28])[F:27])=[CH:22][C:3]=1[O:4][CH:5]1[CH2:10][CH2:9][N:8]([C:11](=[O:21])[CH2:12][NH:13][C:14]2[C:15](=[O:20])[NH:16][N:17]=[CH:18][CH:19]=2)[CH2:7][CH2:6]1.C([O-])([O-])=O.[K+].[K+].[F:36][C:37]([F:43])([F:42])[CH2:38][CH2:39][CH2:40]I, predict the reaction product. The product is: [Cl:1][C:2]1[CH:25]=[CH:24][C:23]([C:26]([F:29])([F:27])[F:28])=[CH:22][C:3]=1[O:4][CH:5]1[CH2:10][CH2:9][N:8]([C:11](=[O:21])[CH2:12][NH:13][C:14]2[C:15](=[O:20])[N:16]([CH2:40][CH2:39][CH2:38][C:37]([F:43])([F:42])[F:36])[N:17]=[CH:18][CH:19]=2)[CH2:7][CH2:6]1. (7) Given the reactants [OH:1][N:2]1[C:7]([CH3:9])([CH3:8])[CH2:6][CH:5]([O:10][C:11](=[O:18])[C:12]2[CH:17]=[CH:16][CH:15]=[CH:14][CH:13]=2)[CH2:4][C:3]1([CH3:20])[CH3:19].[C:21](O[C:21]([O:23][C:24]([CH3:27])([CH3:26])[CH3:25])=[O:22])([O:23][C:24]([CH3:27])([CH3:26])[CH3:25])=[O:22], predict the reaction product. The product is: [C:11]([O:10][CH:5]1[CH2:6][C:7]([CH3:9])([CH3:8])[N:2]([O:1][C:21]([O:23][C:24]([CH3:27])([CH3:26])[CH3:25])=[O:22])[C:3]([CH3:20])([CH3:19])[CH2:4]1)(=[O:18])[C:12]1[CH:17]=[CH:16][CH:15]=[CH:14][CH:13]=1.